From a dataset of Reaction yield outcomes from USPTO patents with 853,638 reactions. Predict the reaction yield, written as a fraction of the theoretical maximum amount of product (1.0 means a 100% yield; for example, 0.34 means a 34% yield). (1) The reactants are [H-].[Na+].[C:3]([O:11][CH2:12][CH3:13])(=[O:10])[CH2:4][C:5]([O:7][CH2:8][CH3:9])=[O:6].Br[C:15]1[CH:16]=[CH:17][C:18]([N+:25]([O-:27])=[O:26])=[C:19]([C:21]([F:24])([F:23])[F:22])[CH:20]=1.Cl. The catalyst is CN(C)C=O. The product is [N+:25]([C:18]1[CH:17]=[CH:16][C:15]([CH:4]([C:5]([O:7][CH2:8][CH3:9])=[O:6])[C:3]([O:11][CH2:12][CH3:13])=[O:10])=[CH:20][C:19]=1[C:21]([F:22])([F:23])[F:24])([O-:27])=[O:26]. The yield is 0.420. (2) The reactants are [CH2:1]([C:8]1[CH:9]=[CH:10][C:11]2[O:15][C:14](B(O)O)=[CH:13][C:12]=2[CH:19]=1)[C:2]1[CH:7]=[CH:6][CH:5]=[CH:4][CH:3]=1.Br[C:21]1[CH:22]=[C:23]2[C:28](=[CH:29][CH:30]=1)[CH2:27][N:26](C(=O)C(F)(F)F)[CH2:25][CH2:24]2.BrC1C=CC=C2C=1CN(C(=O)C(F)(F)F)CC2.C([O-])([O-])=O.[Na+].[Na+]. The catalyst is C(O)C.C1C=CC([P]([Pd]([P](C2C=CC=CC=2)(C2C=CC=CC=2)C2C=CC=CC=2)([P](C2C=CC=CC=2)(C2C=CC=CC=2)C2C=CC=CC=2)[P](C2C=CC=CC=2)(C2C=CC=CC=2)C2C=CC=CC=2)(C2C=CC=CC=2)C2C=CC=CC=2)=CC=1.C1(C)C=CC=CC=1. The product is [CH2:1]([C:8]1[CH:9]=[CH:10][C:11]2[O:15][C:14]([C:21]3[CH:22]=[C:23]4[C:28](=[CH:29][CH:30]=3)[CH2:27][NH:26][CH2:25][CH2:24]4)=[CH:13][C:12]=2[CH:19]=1)[C:2]1[CH:7]=[CH:6][CH:5]=[CH:4][CH:3]=1. The yield is 0.560. (3) The reactants are [F:1][C:2]1[CH:3]=[C:4]([N:16]2[CH2:20][C@H:19]([CH2:21][NH:22][C:23](=[O:25])[CH3:24])[O:18][C:17]2=[O:26])[CH:5]=[CH:6][C:7]=1[N:8]1[CH2:13][CH2:12][CH:11]([CH2:14][OH:15])[CH2:10][CH2:9]1.O[C:28]1[CH:32]=[CH:31][O:30][N:29]=1.C1(P(C2C=CC=CC=2)C2C=CC=CC=2)C=CC=CC=1.CC(OC(/N=N/C(OC(C)C)=O)=O)C. The catalyst is C1COCC1. The product is [O:30]1[CH:31]=[CH:32][C:28]([O:15][CH2:14][CH:11]2[CH2:12][CH2:13][N:8]([C:7]3[CH:6]=[CH:5][C:4]([N:16]4[CH2:20][C@H:19]([CH2:21][NH:22][C:23](=[O:25])[CH3:24])[O:18][C:17]4=[O:26])=[CH:3][C:2]=3[F:1])[CH2:9][CH2:10]2)=[N:29]1. The yield is 0.800. (4) The reactants are [C:1]1([C:10]2[CH:15]=[CH:14][CH:13]=[CH:12][CH:11]=2)[C:2](B(O)O)=[CH:3][CH:4]=[CH:5][CH:6]=1.Br[C:17]1[CH:18]=[N:19][C:20]([O:23][CH3:24])=[N:21][CH:22]=1.[O-]P([O-])([O-])=O.[K+].[K+].[K+]. The catalyst is C1(C)C=CC=CC=1.O.C1C=CC(/C=C/C(/C=C/C2C=CC=CC=2)=O)=CC=1.C1C=CC(/C=C/C(/C=C/C2C=CC=CC=2)=O)=CC=1.C1C=CC(/C=C/C(/C=C/C2C=CC=CC=2)=O)=CC=1.[Pd].[Pd].C1(P(C2CCCCC2)C2C=CC=CC=2C2C(OC)=CC=CC=2OC)CCCCC1. The product is [C:1]1([C:10]2[CH:15]=[CH:14][CH:13]=[CH:12][CH:11]=2)[CH:6]=[CH:5][CH:4]=[CH:3][C:2]=1[C:17]1[CH:18]=[N:19][C:20]([O:23][CH3:24])=[N:21][CH:22]=1. The yield is 0.800.